Task: Predict the reactants needed to synthesize the given product.. Dataset: Full USPTO retrosynthesis dataset with 1.9M reactions from patents (1976-2016) Given the product [CH:13]1[C:10]([C:11]#[N:12])=[CH:9][CH:8]=[C:7]([CH:6]([N:25]2[N:26]=[CH:27][N:28]=[CH:29]2)[C:3]2[CH:18]=[CH:19][C:20]([C:23]#[N:24])=[CH:21][CH:22]=2)[CH:14]=1, predict the reactants needed to synthesize it. The reactants are: N1C=N[C:3]([CH2:6][C:7]2[CH:14]=[CH:13][C:10]([C:11]#[N:12])=[CH:9][CH:8]=2)=N1.BrCC1[CH:22]=[CH:21][C:20]([C:23]#[N:24])=[CH:19][CH:18]=1.[NH:25]1[CH:29]=[N:28][CH:27]=[N:26]1.